Predict the product of the given reaction. From a dataset of Forward reaction prediction with 1.9M reactions from USPTO patents (1976-2016). (1) Given the reactants [CH3:1][C:2]1[C:11]2[C:6](=[C:7]([O:12][CH3:13])[CH:8]=[CH:9][CH:10]=2)[CH2:5][CH2:4][N:3]=1.C(O[BH-](OC(=O)C)OC(=O)C)(=O)C.[Na+], predict the reaction product. The product is: [CH3:1][CH:2]1[C:11]2[C:6](=[C:7]([O:12][CH3:13])[CH:8]=[CH:9][CH:10]=2)[CH2:5][CH2:4][NH:3]1. (2) Given the reactants [N:1]1([C:8]2[N:13]=[CH:12][C:11]([NH:14][C:15]([C:17]3[O:21][C:20]([N:22]4[CH2:27][CH2:26][CH:25]([C:28]5[CH:33]=[CH:32][CH:31]=[CH:30][CH:29]=5)[CH2:24][CH2:23]4)=[N:19][C:18]=3[C:34]([F:37])([F:36])[F:35])=[O:16])=[CH:10][CH:9]=2)[CH2:7][CH2:6][CH2:5][NH:4][CH2:3][CH2:2]1.CCN(C(C)C)C(C)C.ClC1[O:49][C:50]2[CH:56]=[CH:55][CH:54]=[CH:53][C:51]=2[N:52]=1, predict the reaction product. The product is: [O:49]1[C:50]2[CH:56]=[CH:55][CH:54]=[CH:53][C:51]=2[N:52]=[C:5]1[N:4]1[CH2:3][CH2:2][N:1]([C:8]2[N:13]=[CH:12][C:11]([NH:14][C:15]([C:17]3[O:21][C:20]([N:22]4[CH2:23][CH2:24][CH:25]([C:28]5[CH:29]=[CH:30][CH:31]=[CH:32][CH:33]=5)[CH2:26][CH2:27]4)=[N:19][C:18]=3[C:34]([F:36])([F:35])[F:37])=[O:16])=[CH:10][CH:9]=2)[CH2:7][CH2:6]1. (3) Given the reactants [Br-].[CH2:2]([O:5][C:6](=[O:44])[CH2:7][CH2:8][CH2:9][N+:10]1[C:18]2[C:13](=[CH:14][CH:15]=[CH:16][CH:17]=2)[C:12]([CH3:20])([CH3:19])[C:11]=1/[CH:21]=[CH:22]/[CH:23]=[C:24]1/[N:25]([CH2:35][CH2:36][CH2:37][C:38]([O:40][CH2:41][CH:42]=[CH2:43])=[O:39])[C:26]2[C:31]([C:32]/1([CH3:34])[CH3:33])=[CH:30][CH:29]=[CH:28][CH:27]=2)[CH:3]=[CH2:4].[BH4-].[Na+], predict the reaction product. The product is: [CH2:41]([O:40][C:38](=[O:39])[CH2:37][CH2:36][CH2:35][N:25]1[C:26]2[C:31](=[CH:30][CH:29]=[CH:28][CH:27]=2)[C:32]([CH3:33])([CH3:34])[CH:24]1/[CH:23]=[CH:22]/[CH:21]=[C:11]1/[N:10]([CH2:9][CH2:8][CH2:7][C:6]([O:5][CH2:2][CH:3]=[CH2:4])=[O:44])[C:18]2[C:13]([C:12]/1([CH3:19])[CH3:20])=[CH:14][CH:15]=[CH:16][CH:17]=2)[CH:42]=[CH2:43]. (4) Given the reactants C([O:3][C:4]([C:6]1[CH:7]=[C:8]2[C:13](=[CH:14][CH:15]=1)[NH:12][CH:11]([C:16]1[CH:21]=[CH:20][C:19]([F:22])=[C:18]([Cl:23])[CH:17]=1)[CH2:10][C:9]2([CH3:30])[C:24]1[CH:29]=[CH:28][CH:27]=[CH:26][CH:25]=1)=[O:5])C.[OH-].[Na+].Cl, predict the reaction product. The product is: [Cl:23][C:18]1[CH:17]=[C:16]([CH:11]2[CH2:10][C:9]([CH3:30])([C:24]3[CH:29]=[CH:28][CH:27]=[CH:26][CH:25]=3)[C:8]3[C:13](=[CH:14][CH:15]=[C:6]([C:4]([OH:5])=[O:3])[CH:7]=3)[NH:12]2)[CH:21]=[CH:20][C:19]=1[F:22]. (5) Given the reactants C([O:4][CH:5]1[CH:8]([C:9]2[CH:14]=[CH:13][CH:12]=[CH:11][C:10]=2[Cl:15])[N:7]([C:16]2[CH:21]=[CH:20][C:19]([O:22][CH3:23])=[CH:18][CH:17]=2)[C:6]1=[O:24])(=O)C.[OH-].[K+].O, predict the reaction product. The product is: [OH:4][CH:5]1[CH:8]([C:9]2[CH:14]=[CH:13][CH:12]=[CH:11][C:10]=2[Cl:15])[N:7]([C:16]2[CH:21]=[CH:20][C:19]([O:22][CH3:23])=[CH:18][CH:17]=2)[C:6]1=[O:24].